Dataset: Peptide-MHC class I binding affinity with 185,985 pairs from IEDB/IMGT. Task: Regression. Given a peptide amino acid sequence and an MHC pseudo amino acid sequence, predict their binding affinity value. This is MHC class I binding data. (1) The peptide sequence is ITNPFFYQM. The MHC is HLA-A02:03 with pseudo-sequence HLA-A02:03. The binding affinity (normalized) is 0.0847. (2) The peptide sequence is AVVKSDNKL. The MHC is HLA-A02:06 with pseudo-sequence HLA-A02:06. The binding affinity (normalized) is 0.153. (3) The binding affinity (normalized) is 0.0847. The peptide sequence is FLNPVIYTF. The MHC is HLA-A03:01 with pseudo-sequence HLA-A03:01. (4) The peptide sequence is VSEKYTDMY. The MHC is HLA-B58:01 with pseudo-sequence HLA-B58:01. The binding affinity (normalized) is 0.0847.